This data is from Full USPTO retrosynthesis dataset with 1.9M reactions from patents (1976-2016). The task is: Predict the reactants needed to synthesize the given product. Given the product [N:8]1([CH2:7][CH2:6][O:5][C:4]2[CH:12]=[CH:13][C:14]([NH2:16])=[CH:15][C:3]=2[O:2][CH3:1])[CH2:11][CH2:10][CH2:9]1, predict the reactants needed to synthesize it. The reactants are: [CH3:1][O:2][C:3]1[CH:15]=[C:14]([N+:16]([O-])=O)[CH:13]=[CH:12][C:4]=1[O:5][CH2:6][CH2:7][N:8]1[CH2:11][CH2:10][CH2:9]1.